The task is: Regression. Given a peptide amino acid sequence and an MHC pseudo amino acid sequence, predict their binding affinity value. This is MHC class II binding data.. This data is from Peptide-MHC class II binding affinity with 134,281 pairs from IEDB. (1) The peptide sequence is DVCGMFTNRSGSQQW. The MHC is DRB1_0802 with pseudo-sequence DRB1_0802. The binding affinity (normalized) is 0.552. (2) The peptide sequence is FVAAAKYMVIQGEPG. The MHC is DRB1_0101 with pseudo-sequence DRB1_0101. The binding affinity (normalized) is 0.681. (3) The peptide sequence is FKIMLKALSHLSLGL. The MHC is DRB1_0701 with pseudo-sequence DRB1_0701. The binding affinity (normalized) is 0.848. (4) The peptide sequence is APQINFFYYLGEPIV. The MHC is DRB1_0802 with pseudo-sequence DRB1_0802. The binding affinity (normalized) is 0.0460.